Task: Predict which catalyst facilitates the given reaction.. Dataset: Catalyst prediction with 721,799 reactions and 888 catalyst types from USPTO (1) Product: [Br:1][C:2]1[CH:3]=[CH:4][C:5]([CH3:10])=[C:6]([CH:7]2[O:13][CH2:12][CH2:11][O:8]2)[CH:9]=1. Reactant: [Br:1][C:2]1[CH:3]=[CH:4][C:5]([CH3:10])=[C:6]([CH:9]=1)[CH:7]=[O:8].[CH2:11](O)[CH2:12][OH:13].O.C1(C)C=CC(S(O)(=O)=O)=CC=1. The catalyst class is: 11. (2) Reactant: [CH3:1][NH:2][C:3]1[CH:8]=[CH:7][CH:6]=[CH:5][CH:4]=1.I[CH2:10][CH2:11][OH:12].C(N(C(C)C)CC)(C)C. Product: [CH3:1][N:2]([C:3]1[CH:8]=[CH:7][CH:6]=[CH:5][CH:4]=1)[CH2:10][CH2:11][OH:12]. The catalyst class is: 10. (3) Reactant: [Cl:1]N1C(=O)CCC1=O.[C:9]([C:13]1[CH:26]=[CH:25][CH:24]=[CH:23][C:14]=1[O:15][C:16]1[C:21]([NH2:22])=[CH:20][CH:19]=[CH:18][N:17]=1)([CH3:12])([CH3:11])[CH3:10]. Product: [C:9]([C:13]1[CH:26]=[CH:25][CH:24]=[CH:23][C:14]=1[O:15][C:16]1[C:21]([NH2:22])=[CH:20][CH:19]=[C:18]([Cl:1])[N:17]=1)([CH3:12])([CH3:10])[CH3:11]. The catalyst class is: 3. (4) Reactant: [BH4-].[Na+].[Br:3][C:4]1[CH:5]=[C:6]([CH:10]2[NH:15][C:14]3[CH:16]=[CH:17][CH:18]=[CH:19][C:13]=3[CH2:12][O:11]2)[CH:7]=[CH:8][CH:9]=1. Product: [Br:3][C:4]1[CH:5]=[C:6]([CH:7]=[CH:8][CH:9]=1)[CH2:10][NH:15][C:14]1[CH:16]=[CH:17][CH:18]=[CH:19][C:13]=1[CH2:12][OH:11]. The catalyst class is: 8. (5) Reactant: [CH3:1][O:2][C:3]1[CH:8]=[CH:7][C:6]([C:9]2[C:15]3[CH:16]=[C:17]([O:24][CH3:25])[C:18]([O:22][CH3:23])=[C:19]([O:20][CH3:21])[C:14]=3[O:13][CH2:12][C:11](=[O:26])[CH:10]=2)=[CH:5][C:4]=1[NH:27][C:28](=[O:34])[O:29][C:30]([CH3:33])([CH3:32])[CH3:31].[Br-:35].[Br-].[Br-].C1([N+](C)(C)C)C=CC=CC=1.C1([N+](C)(C)C)C=CC=CC=1.C1([N+](C)(C)C)C=CC=CC=1. Product: [Br:35][CH:12]1[C:11](=[O:26])[CH:10]=[C:9]([C:6]2[CH:7]=[CH:8][C:3]([O:2][CH3:1])=[C:4]([NH:27][C:28](=[O:34])[O:29][C:30]([CH3:31])([CH3:33])[CH3:32])[CH:5]=2)[C:15]2[CH:16]=[C:17]([O:24][CH3:25])[C:18]([O:22][CH3:23])=[C:19]([O:20][CH3:21])[C:14]=2[O:13]1. The catalyst class is: 1. (6) Reactant: Cl[C:2]1[C:7]([C:8]([O:10][CH2:11][CH3:12])=[O:9])=[CH:6][N:5]=[C:4]([S:13][CH3:14])[N:3]=1.FC(F)(F)C(O)=O.[CH3:22][O:23][C@H:24]1[CH2:29][CH2:28][CH2:27][C@@H:26]([NH2:30])[CH2:25]1.CCN(C(C)C)C(C)C. Product: [CH3:22][O:23][C@H:24]1[CH2:29][CH2:28][CH2:27][C@@H:26]([NH:30][C:2]2[C:7]([C:8]([O:10][CH2:11][CH3:12])=[O:9])=[CH:6][N:5]=[C:4]([S:13][CH3:14])[N:3]=2)[CH2:25]1. The catalyst class is: 8. (7) Reactant: C(N(CC)CC)C.Cl[C:9]([O:11][CH2:12]C(C)C)=[O:10].[BH4-].[Na+].C(O)(=O)CC(CC(O)=O)(C(O)=O)O.[O:31]1[CH2:35][CH2:34][CH2:33][CH2:32]1. Product: [OH:31][CH2:35][C:34]1([C:9]([O:11][CH3:12])=[O:10])[CH2:32][CH2:33]1. The catalyst class is: 6. (8) Reactant: [NH2:1][C:2]1[C:7](Br)=[CH:6][C:5]([Cl:9])=[CH:4][N:3]=1.CN1CCCC1=O.[K+].C(O[C:21]([S-:23])=[S:22])C.O. Product: [Cl:9][C:5]1[CH:6]=[C:7]2[S:22][C:21]([SH:23])=[N:1][C:2]2=[N:3][CH:4]=1. The catalyst class is: 15.